This data is from Full USPTO retrosynthesis dataset with 1.9M reactions from patents (1976-2016). The task is: Predict the reactants needed to synthesize the given product. Given the product [C:1]([O:5][C:6]([N:8]1[CH2:13][C@H:12]([CH3:14])[N:11]([C:22]#[N:21])[C@H:10]([CH3:15])[CH2:9]1)=[O:7])([CH3:4])([CH3:2])[CH3:3], predict the reactants needed to synthesize it. The reactants are: [C:1]([O:5][C:6]([N:8]1[CH2:13][C@H:12]([CH3:14])[NH:11][C@H:10]([CH3:15])[CH2:9]1)=[O:7])([CH3:4])([CH3:3])[CH3:2].C(=O)(O)[O-].[Na+].[N:21]#[C:22]Br.